Task: Predict the product of the given reaction.. Dataset: Forward reaction prediction with 1.9M reactions from USPTO patents (1976-2016) (1) The product is: [F:8][C:7]1[CH:6]=[CH:5][C:4]([C:9]2([C:19]3[CH:24]=[CH:23][C:22]([O:25][C:26]([F:29])([F:28])[F:27])=[CH:21][CH:20]=3)[C:13]3=[N:14][CH2:15][CH2:16][CH2:17][N:12]3[C:11]([NH2:18])=[N:10]2)=[CH:3][C:2]=1[N:33]1[CH:32]=[C:31]([F:30])[CH:36]=[N:51][CH2:34]1. Given the reactants Br[C:2]1[CH:3]=[C:4]([C:9]2([C:19]3[CH:24]=[CH:23][C:22]([O:25][C:26]([F:29])([F:28])[F:27])=[CH:21][CH:20]=3)[C:13]3=[N:14][CH2:15][CH2:16][CH2:17][N:12]3[C:11]([NH2:18])=[N:10]2)[CH:5]=[CH:6][C:7]=1[F:8].[F:30][C:31]1[CH:32]=[N:33][CH:34]=C([Sn](CCCC)(CCCC)CCCC)[CH:36]=1.C[N:51](C=O)C, predict the reaction product. (2) The product is: [CH2:1]1[N:6]([C:7]2[CH:17]=[CH:16][C:10]([C:11]([NH:22][NH2:23])=[O:12])=[CH:9][CH:8]=2)[CH2:5][CH2:4][N:3]2[CH2:18][CH2:19][CH2:20][CH:2]12. Given the reactants [CH2:1]1[N:6]([C:7]2[CH:17]=[CH:16][C:10]([C:11](OCC)=[O:12])=[CH:9][CH:8]=2)[CH2:5][CH2:4][N:3]2[CH2:18][CH2:19][CH2:20][CH:2]12.O.[NH2:22][NH2:23].O, predict the reaction product.